Dataset: Tyrosyl-DNA phosphodiesterase HTS with 341,365 compounds. Task: Binary Classification. Given a drug SMILES string, predict its activity (active/inactive) in a high-throughput screening assay against a specified biological target. The compound is O=C(N1CCN(CC1)c1nc(N2CCN(CC2)C(=O)C(n2nnc(C(N)C(CC)C)c2)CCC(O)=O)nc(n1)NCCOCCOCCOCC#C)C(n1nnc(c1)C(N)CO)CCCCN. The result is 0 (inactive).